From a dataset of Forward reaction prediction with 1.9M reactions from USPTO patents (1976-2016). Predict the product of the given reaction. (1) Given the reactants [F:1][C:2]1([F:20])[CH2:8][O:7][CH2:6][C:5]([NH2:9])=[N:4][C@@:3]21[C:18]1[C:13](=[CH:14][CH:15]=[C:16]([NH2:19])[CH:17]=1)[O:12][CH2:11][CH2:10]2.[Cl:21][C:22]1[CH:23]=[CH:24][C:25]([C:28](O)=[O:29])=[N:26][CH:27]=1, predict the reaction product. The product is: [NH2:9][C:5]1[CH2:6][O:7][CH2:8][C:2]([F:1])([F:20])[C@@:3]2([C:18]3[C:13](=[CH:14][CH:15]=[C:16]([NH:19][C:28](=[O:29])[C:25]4[CH:24]=[CH:23][C:22]([Cl:21])=[CH:27][N:26]=4)[CH:17]=3)[O:12][CH2:11][CH2:10]2)[N:4]=1. (2) Given the reactants [F:1][C:2]1[CH:7]=[CH:6][C:5]([C:8]2[C:9]3[CH:21]=[CH:20][C:19](=[O:22])[N:18]([C:23]4[CH:28]=[CH:27][CH:26]=[CH:25][C:24]=4[CH3:29])[C:10]=3[N:11]=[C:12](S(C)(=O)=O)[N:13]=2)=[C:4]([CH3:30])[CH:3]=1.[NH2:31][CH:32]1[CH2:37][CH2:36][O:35][CH2:34][CH2:33]1, predict the reaction product. The product is: [F:1][C:2]1[CH:7]=[CH:6][C:5]([C:8]2[C:9]3[CH:21]=[CH:20][C:19](=[O:22])[N:18]([C:23]4[CH:28]=[CH:27][CH:26]=[CH:25][C:24]=4[CH3:29])[C:10]=3[N:11]=[C:12]([NH:31][CH:32]3[CH2:37][CH2:36][O:35][CH2:34][CH2:33]3)[N:13]=2)=[C:4]([CH3:30])[CH:3]=1. (3) Given the reactants [Cl:1][C:2]1[N:3]=[C:4](Cl)[C:5]2[CH2:10][CH2:9][CH:8]([C:11]3[CH:16]=[CH:15][C:14]([F:17])=[CH:13][CH:12]=3)[C:6]=2[N:7]=1.[CH3:19][CH:20]1[CH2:24][CH2:23][CH2:22][NH:21]1, predict the reaction product. The product is: [Cl:1][C:2]1[N:3]=[C:4]([N:21]2[CH2:22][CH2:23][CH2:24][CH:20]2[CH3:19])[C:5]2[CH2:10][CH2:9][CH:8]([C:11]3[CH:16]=[CH:15][C:14]([F:17])=[CH:13][CH:12]=3)[C:6]=2[N:7]=1. (4) Given the reactants [Cl:1][C:2]1[CH:46]=[CH:45][C:5]([CH2:6][C@@H:7]([NH:30][CH:31]2[CH2:36][CH2:35][CH:34]([NH:37]C(=O)OC(C)(C)C)[CH2:33][CH2:32]2)[C:8]([N:10]2[CH2:15][CH2:14][CH:13]([N:16]([CH:24]3[CH2:29][CH2:28][CH2:27][CH2:26][CH2:25]3)[C:17]([N:19]([CH2:22][CH3:23])[CH2:20][CH3:21])=[O:18])[CH2:12][CH2:11]2)=[O:9])=[CH:4][CH:3]=1.Cl, predict the reaction product. The product is: [ClH:1].[NH2:37][CH:34]1[CH2:35][CH2:36][CH:31]([NH:30][C@@H:7]([C:8]([N:10]2[CH2:15][CH2:14][CH:13]([N:16]([CH:24]3[CH2:25][CH2:26][CH2:27][CH2:28][CH2:29]3)[C:17]([N:19]([CH2:20][CH3:21])[CH2:22][CH3:23])=[O:18])[CH2:12][CH2:11]2)=[O:9])[CH2:6][C:5]2[CH:4]=[CH:3][C:2]([Cl:1])=[CH:46][CH:45]=2)[CH2:32][CH2:33]1. (5) Given the reactants [CH3:1][N:2]1[CH2:7][CH2:6][CH:5]([NH:8][CH2:9][C:10]2[CH:15]=[CH:14][CH:13]=[C:12](Br)[C:11]=2[F:17])[CH2:4][CH2:3]1.C(=[NH:31])(C1C=CC=CC=1)C1C=CC=CC=1.CC(C)([O-])C.[Na+], predict the reaction product. The product is: [CH3:1][N:2]1[CH2:7][CH2:6][CH:5]([NH:8][CH2:9][C:10]2[CH:15]=[CH:14][CH:13]=[C:12]([NH2:31])[C:11]=2[F:17])[CH2:4][CH2:3]1. (6) Given the reactants [C:1]([NH:5][C:6]([C:8]1[C:16]2[C:11](=[N:12][CH:13]=[C:14]([C:17]3[C:25]4[C:20](=[CH:21][C:22]([F:26])=[CH:23][CH:24]=4)[NH:19][N:18]=3)[N:15]=2)[N:10]([CH2:27][O:28][CH2:29][CH2:30][Si:31]([CH3:34])([CH3:33])[CH3:32])[CH:9]=1)=[O:7])([CH3:4])([CH3:3])[CH3:2].I[CH2:36][CH2:37][CH:38]1[CH2:41][N:40]([C:42]([O:44][C:45]([CH3:48])([CH3:47])[CH3:46])=[O:43])[CH2:39]1.C([O-])([O-])=O.[Cs+].[Cs+], predict the reaction product. The product is: [C:1]([NH:5][C:6]([C:8]1[C:16]2[C:11](=[N:12][CH:13]=[C:14]([C:17]3[C:25]4[C:20](=[CH:21][C:22]([F:26])=[CH:23][CH:24]=4)[N:19]([CH2:36][CH2:37][CH:38]4[CH2:41][N:40]([C:42]([O:44][C:45]([CH3:46])([CH3:48])[CH3:47])=[O:43])[CH2:39]4)[N:18]=3)[N:15]=2)[N:10]([CH2:27][O:28][CH2:29][CH2:30][Si:31]([CH3:34])([CH3:33])[CH3:32])[CH:9]=1)=[O:7])([CH3:4])([CH3:3])[CH3:2]. (7) Given the reactants [CH:1]1([CH2:4][O:5][C:6]2[N:11]=[C:10]([C:12]([NH:14][C:15]3([CH2:19][C:20]([O:22]C)=[O:21])[CH2:18][S:17][CH2:16]3)=[O:13])[CH:9]=[CH:8][C:7]=2[N:24]2[CH2:27][C:26]([F:29])([F:28])[CH2:25]2)[CH2:3][CH2:2]1.O.[OH-].[Li+], predict the reaction product. The product is: [CH:1]1([CH2:4][O:5][C:6]2[N:11]=[C:10]([C:12]([NH:14][C:15]3([CH2:19][C:20]([OH:22])=[O:21])[CH2:16][S:17][CH2:18]3)=[O:13])[CH:9]=[CH:8][C:7]=2[N:24]2[CH2:27][C:26]([F:28])([F:29])[CH2:25]2)[CH2:3][CH2:2]1. (8) Given the reactants C[C:2]1[CH:7]=[CH:6][N:5]=[CH:4][C:3]=1[O:8][C:9]([CH3:16])([CH3:15])[C:10]([O:12]CC)=[O:11].[OH-].[K+].[CH:19](O)=O, predict the reaction product. The product is: [CH3:19][C:6]1[N:5]=[CH:4][C:3]([O:8][C:9]([CH3:15])([CH3:16])[C:10]([OH:12])=[O:11])=[CH:2][CH:7]=1. (9) Given the reactants Cl.[CH3:2][S:3]([C:6]1[CH:11]=[CH:10][C:9]([N:12]2[C:17](=[O:18])[CH:16]=[C:15]([O:19][CH:20]3[CH2:25][CH2:24][NH:23][CH2:22][CH2:21]3)[C:14]([C:26]#[N:27])=[N:13]2)=[CH:8][CH:7]=1)(=[O:5])=[O:4].CCN(C(C)C)C(C)C.[Cl:37][C:38]1[CH:39]=[N:40][C:41](I)=[N:42][CH:43]=1.CCOC(C)=O, predict the reaction product. The product is: [Cl:37][C:38]1[CH:39]=[N:40][C:41]([N:23]2[CH2:24][CH2:25][CH:20]([O:19][C:15]3[C:14]([C:26]#[N:27])=[N:13][N:12]([C:9]4[CH:8]=[CH:7][C:6]([S:3]([CH3:2])(=[O:5])=[O:4])=[CH:11][CH:10]=4)[C:17](=[O:18])[CH:16]=3)[CH2:21][CH2:22]2)=[N:42][CH:43]=1. (10) The product is: [C:1]([O:5][C:6]([N:8]1[CH2:13][CH2:12][N:11]([CH2:14][CH2:15][Cl:19])[CH2:10][CH2:9]1)=[O:7])([CH3:4])([CH3:3])[CH3:2]. Given the reactants [C:1]([O:5][C:6]([N:8]1[CH2:13][CH2:12][N:11]([CH2:14][CH2:15]O)[CH2:10][CH2:9]1)=[O:7])([CH3:4])([CH3:3])[CH3:2].O=S(Cl)[Cl:19], predict the reaction product.